Dataset: Catalyst prediction with 721,799 reactions and 888 catalyst types from USPTO. Task: Predict which catalyst facilitates the given reaction. (1) Product: [CH3:25][O:26][C:27]1[CH:35]=[CH:34][C:30]([C:31](=[O:32])[C:16](=[O:15])[CH3:17])=[CH:29][CH:28]=1. Reactant: CC1(C=CC(C)=CC1)S(C[N+]#[C-])(=O)=O.[O:15]1CC[CH2:17][CH2:16]1.C([Li])CCC.[CH3:25][O:26][C:27]1[CH:35]=[CH:34][C:30]([C:31](Cl)=[O:32])=[CH:29][CH:28]=1. The catalyst class is: 126. (2) The catalyst class is: 22. Reactant: [F:1][C:2]1[CH:11]=[C:10]2[C:5]([N:6]=[CH:7][C:8](=[O:32])[N:9]2[CH2:12][CH2:13][N:14]2[CH2:19][CH2:18][CH:17]([NH:20][CH2:21][C:22]3[CH:26]=[C:25]([C:27]4[S:28][CH:29]=[CH:30][CH:31]=4)[O:24][N:23]=3)[CH2:16][CH2:15]2)=[CH:4][CH:3]=1.[ClH:33].C(OCC)(=O)C. Product: [ClH:33].[F:1][C:2]1[CH:11]=[C:10]2[C:5]([N:6]=[CH:7][C:8](=[O:32])[N:9]2[CH2:12][CH2:13][N:14]2[CH2:15][CH2:16][CH:17]([NH:20][CH2:21][C:22]3[CH:26]=[C:25]([C:27]4[S:28][CH:29]=[CH:30][CH:31]=4)[O:24][N:23]=3)[CH2:18][CH2:19]2)=[CH:4][CH:3]=1. (3) Reactant: [CH3:1][N:2]1[CH2:15][CH2:14][C:5]2[NH:6][C:7]3[CH:8]=[CH:9][C:10]([CH3:13])=[CH:11][C:12]=3[C:4]=2[CH2:3]1.[OH-].[K+].C([C:20]1[CH:25]=[C:24]([C:26]([CH3:28])=[CH2:27])[CH:23]=[CH:22][N:21]=1)=C. Product: [CH3:1][N:2]1[CH2:15][CH2:14][C:5]2[N:6]([CH2:27][CH:26]([C:24]3[CH:23]=[CH:22][N:21]=[CH:20][CH:25]=3)[CH3:28])[C:7]3[CH:8]=[CH:9][C:10]([CH3:13])=[CH:11][C:12]=3[C:4]=2[CH2:3]1. The catalyst class is: 179. (4) Reactant: [BrH:1].[C:2]([C:6]1[CH:12]=[CH:11][CH:10]=[CH:9][C:7]=1N)([CH3:5])([CH3:4])[CH3:3].N([O-])=O.[Na+].O.O.O.O.O.O.O.O.O.O.C(=O)([O-])[O-].[Na+].[Na+]. Product: [Br:1][C:7]1[CH:9]=[CH:10][CH:11]=[CH:12][C:6]=1[C:2]([CH3:5])([CH3:4])[CH3:3]. The catalyst class is: 6.